This data is from Peptide-MHC class I binding affinity with 185,985 pairs from IEDB/IMGT. The task is: Regression. Given a peptide amino acid sequence and an MHC pseudo amino acid sequence, predict their binding affinity value. This is MHC class I binding data. (1) The MHC is HLA-A02:03 with pseudo-sequence HLA-A02:03. The peptide sequence is YRFRKSSKK. The binding affinity (normalized) is 0.0847. (2) The peptide sequence is FPNLQVDPT. The MHC is HLA-B07:02 with pseudo-sequence HLA-B07:02. The binding affinity (normalized) is 0.333. (3) The peptide sequence is EMLTACQGV. The MHC is Mamu-A11 with pseudo-sequence Mamu-A11. The binding affinity (normalized) is 0.133. (4) The peptide sequence is QMNSLRAEDTA. The MHC is HLA-A02:06 with pseudo-sequence HLA-A02:06. The binding affinity (normalized) is 0. (5) The peptide sequence is VMVTITQNV. The MHC is HLA-A02:01 with pseudo-sequence HLA-A02:01. The binding affinity (normalized) is 0.667. (6) The peptide sequence is AASIILEFFL. The MHC is HLA-B57:01 with pseudo-sequence HLA-B57:01. The binding affinity (normalized) is 0.286. (7) The peptide sequence is YSKDNSIRI. The MHC is Mamu-A01 with pseudo-sequence Mamu-A01. The binding affinity (normalized) is 0.362. (8) The peptide sequence is IGLIIPPL. The MHC is HLA-A68:02 with pseudo-sequence HLA-A68:02. The binding affinity (normalized) is 0.0680. (9) The peptide sequence is QIIEQLIKK. The MHC is HLA-B44:02 with pseudo-sequence HLA-B44:02. The binding affinity (normalized) is 0. (10) The peptide sequence is KLKIISNDYK. The MHC is HLA-A68:01 with pseudo-sequence HLA-A68:01. The binding affinity (normalized) is 0.